This data is from CYP3A4 inhibition data for predicting drug metabolism from PubChem BioAssay. The task is: Regression/Classification. Given a drug SMILES string, predict its absorption, distribution, metabolism, or excretion properties. Task type varies by dataset: regression for continuous measurements (e.g., permeability, clearance, half-life) or binary classification for categorical outcomes (e.g., BBB penetration, CYP inhibition). Dataset: cyp3a4_veith. (1) The drug is O=C(O)c1cc(S(=O)(=O)NCC2CCCO2)ccc1Cl. The result is 0 (non-inhibitor). (2) The compound is CCOc1ccc(NC(=S)N(Cc2ccc(N(C)C)cc2)Cc2ccco2)cc1. The result is 1 (inhibitor). (3) The drug is CCOc1c2ccc(C(=O)NCc3ccc4c(c3)OCO4)cc2nn1CC. The result is 0 (non-inhibitor).